Task: Predict which catalyst facilitates the given reaction.. Dataset: Catalyst prediction with 721,799 reactions and 888 catalyst types from USPTO (1) Reactant: [CH3:1][C:2]1[CH:3]=[CH:4][C:5]2[N:6]([CH:8]=[C:9]([C:11]3[CH:16]=[CH:15][C:14]([CH3:17])=[CH:13][CH:12]=3)[N:10]=2)[CH:7]=1.O.[CH3:19][N:20]([CH3:25])[C:21](=[O:24])[CH:22]=[O:23].[CH3:19][N:20]([CH3:25])[C:21](=[O:24])[CH:22]=[O:23].C(OCC)(=O)C.CCCCCC. Product: [CH3:1][C:2]1[CH:3]=[CH:4][C:5]2[N:6]([C:8]([CH:22]([OH:23])[C:21]([N:20]([CH3:25])[CH3:19])=[O:24])=[C:9]([C:11]3[CH:16]=[CH:15][C:14]([CH3:17])=[CH:13][CH:12]=3)[N:10]=2)[CH:7]=1. The catalyst class is: 11. (2) Reactant: C[N:2](C)[CH:3]=[CH:4][C:5]([C:7]1[CH:8]=[CH:9][C:10]([F:17])=[C:11]([CH:16]=1)[C:12]([O:14][CH3:15])=[O:13])=O.O.[NH2:20]N. Product: [F:17][C:10]1[CH:9]=[CH:8][C:7]([C:5]2[CH:4]=[CH:3][NH:2][N:20]=2)=[CH:16][C:11]=1[C:12]([O:14][CH3:15])=[O:13]. The catalyst class is: 5. (3) Product: [CH:1]1([CH2:4][O:5][C:6]2[CH:7]=[C:8]([CH:16]([OH:26])[CH2:17][C:18]3[C:19]([Cl:25])=[CH:20][N:21]=[CH:22][C:23]=3[Cl:24])[CH:9]=[CH:10][C:11]=2[O:12][CH:13]([F:14])[F:15])[CH2:3][CH2:2]1. Reactant: [CH:1]1([CH2:4][O:5][C:6]2[CH:7]=[C:8]([CH:16]([O:26]C(=O)C(C3C=CC4C(=CC=C(OC)C=4)C=3)C)[CH2:17][C:18]3[C:23]([Cl:24])=[CH:22][N:21]=[CH:20][C:19]=3[Cl:25])[CH:9]=[CH:10][C:11]=2[O:12][CH:13]([F:15])[F:14])[CH2:3][CH2:2]1.CC(C)([O-])C.[K+].O. The catalyst class is: 5. (4) Reactant: [Br:1][C:2]1[CH:7]=[CH:6][C:5]([CH3:8])=[CH:4][C:3]=1I.C([Mg]Br)(C)C.[CH3:15][CH2:16][C:17](=[O:20])[CH2:18][CH3:19].CC(=O)OCC. Product: [Br:1][C:2]1[CH:7]=[CH:6][C:5]([CH3:8])=[CH:4][C:3]=1[C:17]([OH:20])([CH2:18][CH3:19])[CH2:16][CH3:15]. The catalyst class is: 1. (5) Reactant: Cl[C:2]1[N:7]=[C:6]2[NH:8][N:9]=[C:10]([C:11]3[C:16]([O:17][CH3:18])=[CH:15][CH:14]=[C:13]([F:19])[C:12]=3[F:20])[C:5]2=[CH:4][N:3]=1.C(=O)(O)[O-].[Na+].[CH3:26][S:27]([N:30]1[CH2:35][CH2:34][CH:33]([NH2:36])[CH2:32][CH2:31]1)(=[O:29])=[O:28]. Product: [F:20][C:12]1[C:13]([F:19])=[CH:14][CH:15]=[C:16]([O:17][CH3:18])[C:11]=1[C:10]1[C:5]2[C:6](=[N:7][C:2]([NH:36][CH:33]3[CH2:34][CH2:35][N:30]([S:27]([CH3:26])(=[O:29])=[O:28])[CH2:31][CH2:32]3)=[N:3][CH:4]=2)[NH:8][N:9]=1. The catalyst class is: 3. (6) Reactant: [OH:1][C:2]1[CH:3]=[C:4]2[C:9](=[CH:10][CH:11]=1)[C:8]([C:12]([OH:14])=[O:13])=[CH:7][CH:6]=[CH:5]2.C([O-])([O-])=O.[Cs+].[Cs+].[Cl:21][C:22]1[N:27]=[C:26](Cl)[CH:25]=[CH:24][N:23]=1.CCOC(C)=O. Product: [Cl:21][C:22]1[N:27]=[C:26]([O:1][C:2]2[CH:3]=[C:4]3[C:9](=[CH:10][CH:11]=2)[C:8]([C:12]([OH:14])=[O:13])=[CH:7][CH:6]=[CH:5]3)[CH:25]=[CH:24][N:23]=1. The catalyst class is: 16. (7) Product: [F:12][C:7]1[CH:6]=[C:5]2[C:10]([CH:11]=[C:2]([C:21]3[C:16]([C:15]([F:26])([F:25])[F:14])=[N:17][CH:18]=[CH:19][CH:20]=3)[C:3](=[O:13])[O:4]2)=[CH:9][CH:8]=1. The catalyst class is: 23. Reactant: Br[C:2]1[C:3](=[O:13])[O:4][C:5]2[C:10]([CH:11]=1)=[CH:9][CH:8]=[C:7]([F:12])[CH:6]=2.[F:14][C:15]([F:26])([F:25])[C:16]1[C:21](B(O)O)=[CH:20][CH:19]=[CH:18][N:17]=1.ClCCl.C([O-])([O-])=O.[K+].[K+].